Dataset: Forward reaction prediction with 1.9M reactions from USPTO patents (1976-2016). Task: Predict the product of the given reaction. Given the reactants [CH3:1][C@@H:2]1[CH2:6][C:5]2[CH:7]=[C:8]([CH3:12])[CH:9]=[C:10]([NH2:11])[C:4]=2[O:3]1.C1C(=O)N([Br:20])C(=O)C1, predict the reaction product. The product is: [Br:20][C:7]1[C:5]2[CH2:6][C@@H:2]([CH3:1])[O:3][C:4]=2[C:10]([NH2:11])=[CH:9][C:8]=1[CH3:12].